From a dataset of Catalyst prediction with 721,799 reactions and 888 catalyst types from USPTO. Predict which catalyst facilitates the given reaction. (1) Reactant: [H-].[Na+].[CH2:3]([O:5][C:6]([C:8]1[NH:9][C:10]2[C:15]([CH:16]=1)=[CH:14][C:13]([C:17]([O:19][CH2:20][CH3:21])=[O:18])=[CH:12][CH:11]=2)=[O:7])[CH3:4].[CH3:22]I. Product: [CH2:3]([O:5][C:6]([C:8]1[N:9]([CH3:22])[C:10]2[C:15]([CH:16]=1)=[CH:14][C:13]([C:17]([O:19][CH2:20][CH3:21])=[O:18])=[CH:12][CH:11]=2)=[O:7])[CH3:4]. The catalyst class is: 3. (2) Reactant: [CH2:1](C1NC(C(N[C@H](C(NC(C=O)CC(O)=O)=O)C)=O)=CC=1)[C:2]1[CH:7]=[CH:6][CH:5]=[CH:4][CH:3]=1.[NH:28]1[CH:32]=[CH:31][CH:30]=[C:29]1[C:33]([NH:35][C@H:36]([C:38]([NH:40][CH:41]([CH:46]=[O:47])[CH2:42][C:43]([OH:45])=[O:44])=[O:39])[CH3:37])=[O:34].[K+].[Br-]. Product: [NH:28]1[CH:32]=[CH:31][CH:30]=[C:29]1[C:33]([NH:35][C@@H:36]([C:38]([NH:40][C@H:41]1[CH2:42][C:43](=[O:45])[O:44][C@@H:46]1[O:47][CH2:1][C:2]1[CH:7]=[CH:6][CH:5]=[CH:4][CH:3]=1)=[O:39])[CH3:37])=[O:34]. The catalyst class is: 5. (3) Reactant: [CH2:1]([O:8][C@H:9]([C@@H:29]([O:50][CH2:51][C:52]1[CH:57]=[CH:56][CH:55]=[CH:54][CH:53]=1)[C@H:30]([O:42][CH2:43][C:44]1[CH:49]=[CH:48][CH:47]=[CH:46][CH:45]=1)[C:31](=O)[CH2:32][O:33][CH2:34][C:35]1[CH:40]=[CH:39][CH:38]=[CH:37][CH:36]=1)[C:10]([C:12]1[CH:17]=[CH:16][C:15]([Cl:18])=[C:14]([CH2:19][C:20]2[CH:25]=[CH:24][C:23]([O:26][CH2:27][CH3:28])=[CH:22][CH:21]=2)[CH:13]=1)=O)[C:2]1[CH:7]=[CH:6][CH:5]=[CH:4][CH:3]=1.N.C([BH3-])#[N:60].[Na+]. Product: [CH2:43]([O:42][C@H:30]1[C@H:29]([O:50][CH2:51][C:52]2[CH:53]=[CH:54][CH:55]=[CH:56][CH:57]=2)[C@@H:9]([O:8][CH2:1][C:2]2[CH:3]=[CH:4][CH:5]=[CH:6][CH:7]=2)[CH:10]([C:12]2[CH:17]=[CH:16][C:15]([Cl:18])=[C:14]([CH2:19][C:20]3[CH:21]=[CH:22][C:23]([O:26][CH2:27][CH3:28])=[CH:24][CH:25]=3)[CH:13]=2)[NH:60][CH:31]1[CH2:32][O:33][CH2:34][C:35]1[CH:36]=[CH:37][CH:38]=[CH:39][CH:40]=1)[C:44]1[CH:45]=[CH:46][CH:47]=[CH:48][CH:49]=1. The catalyst class is: 138. (4) Reactant: [CH:1]([C@@H:4]1[CH2:9][CH2:8][C@@H:7]([CH3:10])[CH2:6][C@@H:5]1[C:11]#[N:12])([CH3:3])[CH3:2].[OH:13]O.[OH-].[Na+]. Product: [CH:1]([C@@H:4]1[CH2:9][CH2:8][C@@H:7]([CH3:10])[CH2:6][C@@H:5]1[C:11]([NH2:12])=[O:13])([CH3:3])[CH3:2]. The catalyst class is: 58.